This data is from Full USPTO retrosynthesis dataset with 1.9M reactions from patents (1976-2016). The task is: Predict the reactants needed to synthesize the given product. (1) Given the product [Cl:32][C:29]1[CH:28]=[N:27][C:26]([NH:1][CH2:2][C@@H:3]2[C@H:8]([CH3:9])[CH2:7][CH2:6][CH2:5][N:4]2[C:10]([C:12]2[N:13]=[C:14]([CH3:24])[S:15][C:16]=2[C:17]2[CH:18]=[CH:19][C:20]([F:23])=[CH:21][CH:22]=2)=[O:11])=[N:31][CH:30]=1, predict the reactants needed to synthesize it. The reactants are: [NH2:1][CH2:2][C@@H:3]1[C@H:8]([CH3:9])[CH2:7][CH2:6][CH2:5][N:4]1[C:10]([C:12]1[N:13]=[C:14]([CH3:24])[S:15][C:16]=1[C:17]1[CH:22]=[CH:21][C:20]([F:23])=[CH:19][CH:18]=1)=[O:11].Cl[C:26]1[N:31]=[CH:30][C:29]([Cl:32])=[CH:28][N:27]=1.CCN(C(C)C)C(C)C. (2) Given the product [CH2:1]([O:8][C:9](=[O:30])[NH:10][C@@H:11]([CH3:29])[CH2:12][N:13]1[C:21]2[C:16](=[CH:17][CH:18]=[C:19]3[O:24][CH2:25][C@@H:26]([CH2:38][OH:39])[O:27][C:20]3=2)[CH:15]=[N:14]1)[C:2]1[CH:7]=[CH:6][CH:5]=[CH:4][CH:3]=1, predict the reactants needed to synthesize it. The reactants are: [CH2:1]([O:8][C:9](=[O:30])[NH:10][C@@H:11]([CH3:29])[CH2:12][N:13]1[C:21]2[C:16](=[CH:17][CH:18]=[C:19]([O:24][CH2:25][C@@H:26]3C[O:27]3)[C:20]=2C=O)[CH:15]=[N:14]1)[C:2]1[CH:7]=[CH:6][CH:5]=[CH:4][CH:3]=1.ClC1C=CC=C([C:38](OO)=[O:39])C=1.CC(C)=O.ClCCl. (3) The reactants are: [Cl:1][C:2]1[CH:3]=[CH:4][C:5]([C:27]#[N:28])=[C:6]([C:8]2[C:13]([O:14][CH3:15])=[CH:12][N:11]([CH:16]([CH2:20][CH:21]([O:24][CH3:25])[CH2:22][CH3:23])[C:17]([OH:19])=O)[C:10](=[O:26])[CH:9]=2)[CH:7]=1.[NH2:29][C:30]1[CH:40]=[CH:39][C:33]([C:34]([O:36][CH2:37][CH3:38])=[O:35])=[CH:32][CH:31]=1.CC(C)N=C=NC(C)C. Given the product [Cl:1][C:2]1[CH:3]=[CH:4][C:5]([C:27]#[N:28])=[C:6]([C:8]2[C:13]([O:14][CH3:15])=[CH:12][N:11]([CH:16]([CH2:20][CH:21]([O:24][CH3:25])[CH2:22][CH3:23])[C:17]([NH:29][C:30]3[CH:31]=[CH:32][C:33]([C:34]([O:36][CH2:37][CH3:38])=[O:35])=[CH:39][CH:40]=3)=[O:19])[C:10](=[O:26])[CH:9]=2)[CH:7]=1, predict the reactants needed to synthesize it. (4) The reactants are: [C:1]([C:9]1[CH:10]=[N:11][C:12]2[C:17]([C:18]=1[C:19]1[CH:20]=[C:21]([CH:24]=[CH:25][CH:26]=1)[CH:22]=O)=[CH:16][CH:15]=[CH:14][C:13]=2[C:27]([F:30])([F:29])[F:28])(=[O:8])[C:2]1[CH:7]=[CH:6][CH:5]=[CH:4][CH:3]=1.C([O:33][C:34](=[O:43])[CH2:35][C:36]1[CH:41]=[CH:40][C:39]([NH2:42])=[CH:38][CH:37]=1)C. Given the product [C:1]([C:9]1[CH:10]=[N:11][C:12]2[C:17]([C:18]=1[C:19]1[CH:20]=[C:21]([CH:24]=[CH:25][CH:26]=1)[CH2:22][NH:42][C:39]1[CH:38]=[CH:37][C:36]([CH2:35][C:34]([OH:33])=[O:43])=[CH:41][CH:40]=1)=[CH:16][CH:15]=[CH:14][C:13]=2[C:27]([F:30])([F:29])[F:28])(=[O:8])[C:2]1[CH:3]=[CH:4][CH:5]=[CH:6][CH:7]=1, predict the reactants needed to synthesize it. (5) Given the product [Cl:13][C:14]1[C:15]2[CH:36]=[C:24]([OH:25])[C:23]3[CH:31]=[CH:32][C:33]([F:35])=[CH:34][C:22]=3[C:16]=2[C:17]([O:20][CH3:21])=[N:18][N:19]=1, predict the reactants needed to synthesize it. The reactants are: C(NC(C)C)(C)C.C([Li])CCC.[Cl:13][C:14]1[N:19]=[N:18][C:17]([O:20][CH3:21])=[C:16]([C:22]2[CH:34]=[C:33]([F:35])[CH:32]=[CH:31][C:23]=2[C:24](N(CC)CC)=[O:25])[C:15]=1[CH3:36].